From a dataset of Blood-brain barrier penetration binary classification data from Martins et al.. Regression/Classification. Given a drug SMILES string, predict its absorption, distribution, metabolism, or excretion properties. Task type varies by dataset: regression for continuous measurements (e.g., permeability, clearance, half-life) or binary classification for categorical outcomes (e.g., BBB penetration, CYP inhibition). Dataset: bbb_martins. (1) The molecule is CCC12CCN(CC3CC3)C(Cc3ccc(O)cc31)C2(C)C. The result is 1 (penetrates BBB). (2) The molecule is CCOC(=O)OC1(C(=O)OCCl)CCC2C3CCC4=CC(=O)C=CC4(C)C3C(O)CC21C. The result is 1 (penetrates BBB). (3) The molecule is CCn1cc(C(=O)O)c(=O)c2cc(F)c(N3CCN(C)CC3)cc21. The result is 0 (does not penetrate BBB). (4) The drug is CN(C)c1cnccn1. The result is 1 (penetrates BBB). (5) The compound is CCCCCNCC(N)=O. The result is 1 (penetrates BBB). (6) The drug is OC1(c2cccc(Cl)c2)C2=NCCCN2c2ccccc21. The result is 1 (penetrates BBB). (7) The compound is CC(=O)OCC(=O)[C@@]1(O)[C@@H](C)C[C@H]2[C@@H]3CCC4=CC(=O)C=C[C@]4(C)[C@@]3(F)[C@@H](O)C[C@@]21C. The result is 1 (penetrates BBB).